This data is from Reaction yield outcomes from USPTO patents with 853,638 reactions. The task is: Predict the reaction yield, written as a fraction of the theoretical maximum amount of product (1.0 means a 100% yield; for example, 0.34 means a 34% yield). (1) The reactants are Cl[C:2]1[CH:3]=[C:4]([F:9])[C:5]([F:8])=[N:6][CH:7]=1.CC(C1C=C(C(C)C)C(C2C=CC=CC=2P(C2CCCCC2)C2CCCCC2)=C(C(C)C)C=1)C.[CH3:44][C:45]1[CH:49]=[C:48]([Sn](C)(C)C)[S:47][N:46]=1. The catalyst is O1CCOCC1.C([O-])(=O)C.[Pd+2].C([O-])(=O)C. The product is [F:8][C:5]1[C:4]([F:9])=[CH:3][C:2]([C:48]2[S:47][N:46]=[C:45]([CH3:44])[CH:49]=2)=[CH:7][N:6]=1. The yield is 0.980. (2) The reactants are [CH2:1]([OH:4])[CH2:2][OH:3].[H-].[Na+].Br[CH2:8][C:9]1[CH:14]=[CH:13][C:12]([Cl:15])=[CH:11][CH:10]=1.O. The catalyst is C1COCC1.[N+](CCCC)(CCCC)(CCCC)CCCC.[I-].CCOC(C)=O. The product is [Cl:15][C:12]1[CH:13]=[CH:14][C:9]([CH2:8][O:3][CH2:2][CH2:1][OH:4])=[CH:10][CH:11]=1. The yield is 0.460. (3) The reactants are [C:1]([NH:4][CH2:5][C:6]([OH:8])=O)(=[O:3])[CH3:2].C1(P(C2C=CC=CC=2)C2C=CC=CC=2)C=CC=CC=1.C(Br)(Br)(Br)Br.[CH3:33][S:34]([C:37]1[CH:38]=[C:39]([C:43]2[N:48]3[N:49]=[C:50]([NH2:52])[N:51]=[C:47]3[CH:46]=[CH:45][CH:44]=2)[CH:40]=[CH:41][CH:42]=1)(=[O:36])=[O:35].C(=O)(O)[O-].[Na+]. The catalyst is N1C=CC=CC=1.CO.C(Cl)(Cl)Cl. The product is [C:1]([NH:4][CH2:5][C:6]([NH:52][C:50]1[N:51]=[C:47]2[CH:46]=[CH:45][CH:44]=[C:43]([C:39]3[CH:40]=[CH:41][CH:42]=[C:37]([S:34]([CH3:33])(=[O:36])=[O:35])[CH:38]=3)[N:48]2[N:49]=1)=[O:8])(=[O:3])[CH3:2]. The yield is 0.780. (4) The reactants are Br[C:2]1[CH:3]=[CH:4][C:5]([N:8]2[CH:12]=[CH:11][CH:10]=[N:9]2)=[N:6][CH:7]=1.C1(C)C=CC=CC=1P(C1C=CC=CC=1C)C1C=CC=CC=1C.[C:35](OC)(=[O:38])[CH:36]=[CH2:37]. The catalyst is CN(C=O)C.CCOCC.C([O-])(=O)C.[Pd+2].C([O-])(=O)C. The product is [N:8]1([C:5]2[N:6]=[CH:7][C:2]([CH:37]=[CH:36][CH:35]=[O:38])=[CH:3][CH:4]=2)[CH:12]=[CH:11][CH:10]=[N:9]1. The yield is 0.770.